Dataset: NCI-60 drug combinations with 297,098 pairs across 59 cell lines. Task: Regression. Given two drug SMILES strings and cell line genomic features, predict the synergy score measuring deviation from expected non-interaction effect. (1) Drug 1: CN(CCCl)CCCl.Cl. Drug 2: CCC1(C2=C(COC1=O)C(=O)N3CC4=CC5=C(C=CC(=C5CN(C)C)O)N=C4C3=C2)O.Cl. Cell line: UO-31. Synergy scores: CSS=22.3, Synergy_ZIP=-6.67, Synergy_Bliss=5.09, Synergy_Loewe=-10.9, Synergy_HSA=2.52. (2) Drug 1: CC(C1=C(C=CC(=C1Cl)F)Cl)OC2=C(N=CC(=C2)C3=CN(N=C3)C4CCNCC4)N. Drug 2: C1=CC(=CC=C1C#N)C(C2=CC=C(C=C2)C#N)N3C=NC=N3. Cell line: NCI-H460. Synergy scores: CSS=-0.544, Synergy_ZIP=3.42, Synergy_Bliss=5.32, Synergy_Loewe=-4.96, Synergy_HSA=0.821. (3) Drug 1: CC(C)(C#N)C1=CC(=CC(=C1)CN2C=NC=N2)C(C)(C)C#N. Drug 2: CCC1(C2=C(COC1=O)C(=O)N3CC4=CC5=C(C=CC(=C5CN(C)C)O)N=C4C3=C2)O.Cl. Cell line: DU-145. Synergy scores: CSS=30.1, Synergy_ZIP=-2.17, Synergy_Bliss=-1.85, Synergy_Loewe=-26.8, Synergy_HSA=-0.478.